This data is from Catalyst prediction with 721,799 reactions and 888 catalyst types from USPTO. The task is: Predict which catalyst facilitates the given reaction. (1) Reactant: [F:1][C:2]([F:41])([F:40])[C:3]1[CH:4]=[C:5]([C:13]([CH3:39])([CH3:38])[C:14]([N:16]([CH3:37])[C:17]2[CH:18]=[N:19][C:20]([N:30]3[CH2:35][CH2:34][N:33](C)[CH2:32][CH2:31]3)=[CH:21][C:22]=2[C:23]2[CH:28]=[CH:27][CH:26]=[CH:25][C:24]=2[CH3:29])=[O:15])[CH:6]=[C:7]([C:9]([F:12])([F:11])[F:10])[CH:8]=1.CN(C)C1C2C(=CC=CC=2N(C)C)C=CC=1.ClC(OC(Cl)C)=O. Product: [F:41][C:2]([F:1])([F:40])[C:3]1[CH:4]=[C:5]([C:13]([CH3:39])([CH3:38])[C:14]([N:16]([CH3:37])[C:17]2[CH:18]=[N:19][C:20]([N:30]3[CH2:35][CH2:34][NH:33][CH2:32][CH2:31]3)=[CH:21][C:22]=2[C:23]2[CH:28]=[CH:27][CH:26]=[CH:25][C:24]=2[CH3:29])=[O:15])[CH:6]=[C:7]([C:9]([F:12])([F:10])[F:11])[CH:8]=1. The catalyst class is: 26. (2) Reactant: [CH3:1][O:2][C:3](/[CH:5]=[CH:6]/[C:7]([OH:9])=[O:8])=[O:4].CCN=C=NCCCN(C)C.Cl.O[C@@H:23]([CH3:35])[C:24]([N:26]([CH2:31][CH2:32][O:33][CH3:34])[CH2:27][CH2:28][O:29][CH3:30])=[O:25]. Product: [C:7]([O:9][C@H:23]([C:24](=[O:25])[N:26]([CH2:27][CH2:28][O:29][CH3:30])[CH2:31][CH2:32][O:33][CH3:34])[CH3:35])(=[O:8])/[CH:6]=[CH:5]/[C:3]([O:2][CH3:1])=[O:4]. The catalyst class is: 154. (3) Reactant: [CH2:1]([N:8]1[CH2:15][CH:14]2[CH:10]([C:11](=[O:21])[C:12]3[C:18]([Br:19])=[C:17]([Br:20])[S:16][C:13]=32)[CH2:9]1)[C:2]1[CH:7]=[CH:6][CH:5]=[CH:4][CH:3]=1.[BH4-].[Na+].CC(O)=O.C([O-])(O)=O.[Na+]. The catalyst class is: 5. Product: [CH2:1]([N:8]1[CH2:15][CH:14]2[CH:10]([CH:11]([OH:21])[C:12]3[C:18]([Br:19])=[C:17]([Br:20])[S:16][C:13]=32)[CH2:9]1)[C:2]1[CH:7]=[CH:6][CH:5]=[CH:4][CH:3]=1. (4) Reactant: [N:1]1([CH:11]2[CH2:15][CH2:14][N:13]([C:16]([O:18][C:19]([CH3:22])([CH3:21])[CH3:20])=[O:17])[CH2:12]2)[C:10]2[C:5](=[CH:6][CH:7]=[CH:8][CH:9]=2)[CH2:4][CH2:3][CH2:2]1.C1C(=O)N([Br:30])C(=O)C1.O. Product: [Br:30][C:7]1[CH:6]=[C:5]2[C:10](=[CH:9][CH:8]=1)[N:1]([CH:11]1[CH2:15][CH2:14][N:13]([C:16]([O:18][C:19]([CH3:22])([CH3:21])[CH3:20])=[O:17])[CH2:12]1)[CH2:2][CH2:3][CH2:4]2. The catalyst class is: 3. (5) Product: [CH3:1][S:2]([C:5]1[S:9][C:8]([C:10]2[O:11][C:29]([C:28]3[CH:33]=[CH:34][CH:35]=[CH:36][C:27]=3[O:20][C:21]3[CH:26]=[CH:25][CH:24]=[CH:23][CH:22]=3)=[N:31][N:32]=2)=[C:7]2[CH2:13][C:14]([CH3:19])([CH3:18])[CH2:15][C:16](=[O:17])[C:6]=12)(=[O:4])=[O:3]. Reactant: [CH3:1][S:2]([C:5]1[S:9][C:8]([C:10](Cl)=[O:11])=[C:7]2[CH2:13][C:14]([CH3:19])([CH3:18])[CH2:15][C:16](=[O:17])[C:6]=12)(=[O:4])=[O:3].[O:20]([C:27]1[CH:36]=[CH:35][CH:34]=[CH:33][C:28]=1[C:29]([NH:31][NH2:32])=O)[C:21]1[CH:26]=[CH:25][CH:24]=[CH:23][CH:22]=1.CCN(C(C)C)C(C)C. The catalyst class is: 1. (6) Reactant: [F:1][C:2]1[CH:7]=[CH:6][CH:5]=[CH:4][C:3]=1[C:8](=O)[CH2:9][C:10]([O:12]CC)=O.Cl.[F:17][C:18]1[CH:23]=[CH:22][CH:21]=[CH:20][C:19]=1[NH:24][NH2:25]. Product: [F:17][C:18]1[CH:23]=[CH:22][CH:21]=[CH:20][C:19]=1[N:24]1[C:10](=[O:12])[CH2:9][C:8]([C:3]2[CH:4]=[CH:5][CH:6]=[CH:7][C:2]=2[F:1])=[N:25]1. The catalyst class is: 15.